From a dataset of Experimental lipophilicity measurements (octanol/water distribution) for 4,200 compounds from AstraZeneca. Regression/Classification. Given a drug SMILES string, predict its absorption, distribution, metabolism, or excretion properties. Task type varies by dataset: regression for continuous measurements (e.g., permeability, clearance, half-life) or binary classification for categorical outcomes (e.g., BBB penetration, CYP inhibition). For this dataset (lipophilicity_astrazeneca), we predict Y. (1) The Y is 1.85 logD. The drug is Cc1ccc2c(c1)c(Sc1cccc(Cl)c1)c(C)n2CC(=O)O. (2) The compound is Cc1cn([C@H]2CCCN(S(=O)(=O)c3cccc(Oc4ccccc4)c3)C2)c(=O)[nH]c1=O. The Y is 2.32 logD.